From a dataset of Catalyst prediction with 721,799 reactions and 888 catalyst types from USPTO. Predict which catalyst facilitates the given reaction. (1) Reactant: [F:1][C:2]1[CH:7]=[CH:6][C:5]([NH:8][C:9]([CH:11]2[CH:16]3[CH:14]([CH2:15]3)[NH:13][CH2:12]2)=[O:10])=[CH:4][C:3]=1[CH3:17].OC1C=CC=CC=1[O:25][S:26](=O)(=[O:31])[NH:27][CH:28]([CH3:30])[CH3:29].C(N(CC)CC)C. Product: [F:1][C:2]1[CH:7]=[CH:6][C:5]([NH:8][C:9]([CH:11]2[CH:16]3[CH:14]([CH2:15]3)[N:13]([S:26](=[O:31])(=[O:25])[NH:27][CH:28]([CH3:30])[CH3:29])[CH2:12]2)=[O:10])=[CH:4][C:3]=1[CH3:17]. The catalyst class is: 10. (2) Product: [CH3:1][O:2][C:3]1[CH:8]=[CH:7][C:6]([CH2:9][S:10][C:20]2[CH:21]=[CH:22][C:17]([C:15](=[O:16])[CH2:14][CH3:13])=[CH:18][CH:19]=2)=[CH:5][CH:4]=1. Reactant: [CH3:1][O:2][C:3]1[CH:8]=[CH:7][C:6]([CH2:9][SH:10])=[CH:5][CH:4]=1.[H-].[Na+].[CH3:13][CH2:14][C:15]([C:17]1[CH:22]=[CH:21][C:20](F)=[CH:19][CH:18]=1)=[O:16].[OH-].[Na+]. The catalyst class is: 9. (3) The catalyst class is: 4. Product: [Br:1][C:2]1[CH:32]=[C:31]2[C:5](=[CH:4][CH:3]=1)[NH:6][C@@H:27]([CH2:28][CH3:23])[C@@H:26]([CH3:25])[C@H:30]2[NH:33][C:34](=[O:43])[O:35][CH2:36][C:37]1[CH:38]=[CH:39][CH:40]=[CH:41][CH:42]=1. Reactant: [Br:1][C:2]1C=C[C:5]([NH2:6])=[CH:4][CH:3]=1.C(=O)CC.P(O)(O[C:23]1[CH:28]=[CH:27][CH:26]=[CH:25]C=1)(O[C:27]1[CH:28]=[CH:23]C=[CH:25][CH:26]=1)=O.[CH:30](/[NH:33][C:34](=[O:43])[O:35][CH2:36][C:37]1[CH:42]=[CH:41][CH:40]=[CH:39][CH:38]=1)=[CH:31]\[CH3:32]. (4) The catalyst class is: 8. Reactant: [Br:1][C:2]1[CH:3]=[N:4][CH:5]=[C:6]([CH:10]=1)[C:7](O)=[O:8].S(=O)(=O)(O)O.[BH4-].[Na+]. Product: [Br:1][C:2]1[CH:10]=[C:6]([CH2:7][OH:8])[CH:5]=[N:4][CH:3]=1. (5) Reactant: [C:1]([NH:11][C@H:12]([C:16]([O:18][CH2:19][CH:20]([O:37][C:38](=[O:56])[CH2:39][CH2:40][CH2:41][CH2:42][CH2:43][CH2:44][CH2:45][CH2:46][CH2:47][CH2:48][CH2:49][CH2:50][CH2:51][CH2:52][CH2:53][CH2:54][CH3:55])[CH2:21][C:22]([CH3:36])([CH3:35])[C:23]([O:25]CC1C=CC(OC)=CC=1)=[O:24])=[O:17])[CH:13]([CH3:15])[CH3:14])([O:3][CH2:4][C:5]1[CH:10]=[CH:9][CH:8]=[CH:7][CH:6]=1)=[O:2].FC(F)(F)C(O)=O. Product: [C:1]([NH:11][C@H:12]([C:16]([O:18][CH2:19][CH:20]([O:37][C:38](=[O:56])[CH2:39][CH2:40][CH2:41][CH2:42][CH2:43][CH2:44][CH2:45][CH2:46][CH2:47][CH2:48][CH2:49][CH2:50][CH2:51][CH2:52][CH2:53][CH2:54][CH3:55])[CH2:21][C:22]([CH3:35])([CH3:36])[C:23]([OH:25])=[O:24])=[O:17])[CH:13]([CH3:15])[CH3:14])([O:3][CH2:4][C:5]1[CH:6]=[CH:7][CH:8]=[CH:9][CH:10]=1)=[O:2]. The catalyst class is: 2. (6) Reactant: [C:1]1([S:7]([NH:10][C:11]2[C:16](I)=[CH:15][C:14]([S:18][CH3:19])=[CH:13][N:12]=2)(=[O:9])=[O:8])[CH:6]=[CH:5][CH:4]=[CH:3][CH:2]=1.[C:20]([C:22]1[N:27]=[CH:26][CH:25]=[CH:24][N:23]=1)#[CH:21].O. Product: [C:1]1([S:7]([N:10]2[C:11]3=[N:12][CH:13]=[C:14]([S:18][CH3:19])[CH:15]=[C:16]3[CH:21]=[C:20]2[C:22]2[N:27]=[CH:26][CH:25]=[CH:24][N:23]=2)(=[O:9])=[O:8])[CH:6]=[CH:5][CH:4]=[CH:3][CH:2]=1. The catalyst class is: 66. (7) Reactant: [CH:1]1([S:4]([O:7][CH2:8][CH2:9][CH2:10][CH3:11])(=[O:6])=[O:5])[CH2:3][CH2:2]1.[CH2:12]([Li])[CH2:13][CH2:14]C.C(I)C=C. Product: [CH2:14]([C:1]1([S:4]([O:7][CH2:8][CH2:9][CH2:10][CH3:11])(=[O:6])=[O:5])[CH2:3][CH2:2]1)[CH:13]=[CH2:12]. The catalyst class is: 1. (8) Reactant: [Cl:1][C:2]1[CH:7]=[CH:6][C:5]([C:8]2[CH:13]=[CH:12][CH:11]=[CH:10][CH:9]=2)=[C:4]([CH2:14][CH2:15]O)[CH:3]=1.P(Br)(Br)[Br:18].O. Product: [Br:18][CH2:15][CH2:14][C:4]1[CH:3]=[C:2]([Cl:1])[CH:7]=[CH:6][C:5]=1[C:8]1[CH:13]=[CH:12][CH:11]=[CH:10][CH:9]=1. The catalyst class is: 11. (9) Reactant: [Cl:1][C:2]1[CH:3]=[C:4]([C:12]2[O:16][N:15]=[C:14]([C:17]3[CH:18]=[CH:19][C:20]4[CH:26]([CH2:27][CH2:28][C:29]([OH:31])=[O:30])[N:25](C(OC(C)(C)C)=O)[CH2:24][CH2:23][CH2:22][C:21]=4[CH:39]=3)[N:13]=2)[CH:5]=[CH:6][C:7]=1[O:8][CH:9]([CH3:11])[CH3:10].FC(F)(F)C(O)=O. The catalyst class is: 2. Product: [ClH:1].[Cl:1][C:2]1[CH:3]=[C:4]([C:12]2[O:16][N:15]=[C:14]([C:17]3[CH:18]=[CH:19][C:20]4[CH:26]([CH2:27][CH2:28][C:29]([OH:31])=[O:30])[NH:25][CH2:24][CH2:23][CH2:22][C:21]=4[CH:39]=3)[N:13]=2)[CH:5]=[CH:6][C:7]=1[O:8][CH:9]([CH3:11])[CH3:10].